Dataset: Reaction yield outcomes from USPTO patents with 853,638 reactions. Task: Predict the reaction yield, written as a fraction of the theoretical maximum amount of product (1.0 means a 100% yield; for example, 0.34 means a 34% yield). The reactants are [F:1][C:2]1([F:14])[CH2:7][CH2:6][N:5]([CH2:8][CH2:9][C:10]([CH3:13])([NH2:12])[CH3:11])[CH2:4][CH2:3]1.[C:15](ON1C(=O)CCC1=O)([O:17][CH2:18][C:19]1[CH:24]=[CH:23][CH:22]=[CH:21][CH:20]=1)=[O:16]. The catalyst is C1COCC1. The product is [F:14][C:2]1([F:1])[CH2:3][CH2:4][N:5]([CH2:8][CH2:9][C:10]([NH:12][C:15](=[O:16])[O:17][CH2:18][C:19]2[CH:24]=[CH:23][CH:22]=[CH:21][CH:20]=2)([CH3:11])[CH3:13])[CH2:6][CH2:7]1. The yield is 0.697.